The task is: Predict the reaction yield, written as a fraction of the theoretical maximum amount of product (1.0 means a 100% yield; for example, 0.34 means a 34% yield).. This data is from Reaction yield outcomes from USPTO patents with 853,638 reactions. (1) The reactants are [F:1][C:2]1[C:10]2[O:9][C:8]([CH2:11]O)=[CH:7][C:6]=2[CH:5]=[CH:4][CH:3]=1.[Br:13]C(Br)(Br)Br.C1(P(C2C=CC=CC=2)C2C=CC=CC=2)C=CC=CC=1. The catalyst is ClCCl. The product is [Br:13][CH2:11][C:8]1[O:9][C:10]2[C:2]([F:1])=[CH:3][CH:4]=[CH:5][C:6]=2[CH:7]=1. The yield is 0.970. (2) The reactants are [Cl:1][C:2]1[CH:3]=[C:4]([C:8]2[C:17]3[C:12](=[CH:13][CH:14]=[C:15]([C:18]([C:27]4[CH:32]=[CH:31][C:30]([Cl:33])=[CH:29][CH:28]=4)([C:20]4[N:24]([CH3:25])[C:23](S)=[N:22][N:21]=4)[OH:19])[CH:16]=3)[N:11]=[C:10]([CH3:34])[CH:9]=2)[CH:5]=[CH:6][CH:7]=1.N([O-])=O.[Na+].C(=O)([O-])[O-].[K+].[K+]. The catalyst is C1COCC1.[N+]([O-])(O)=O.O. The product is [OH2:19].[Cl:1][C:2]1[CH:3]=[C:4]([C:8]2[C:17]3[C:12](=[CH:13][CH:14]=[C:15]([C:18]([C:27]4[CH:28]=[CH:29][C:30]([Cl:33])=[CH:31][CH:32]=4)([C:20]4[N:24]([CH3:25])[CH:23]=[N:22][N:21]=4)[OH:19])[CH:16]=3)[N:11]=[C:10]([CH3:34])[CH:9]=2)[CH:5]=[CH:6][CH:7]=1. The yield is 0.530.